Predict the reactants needed to synthesize the given product. From a dataset of Full USPTO retrosynthesis dataset with 1.9M reactions from patents (1976-2016). (1) Given the product [Cl:25][C:11]1[CH:12]=[C:13]([CH:23]=[CH:24][C:10]=1[CH:7]([CH3:8])[CH:50]=[O:53])[O:14][C:15]1[CH:22]=[CH:21][C:18]([C:19]#[N:20])=[CH:17][CH:16]=1, predict the reactants needed to synthesize it. The reactants are: CC(C)([O-])C.[K+].[C:7]([C:10]1[CH:24]=[CH:23][C:13]([O:14][C:15]2[CH:22]=[CH:21][C:18]([C:19]#[N:20])=[CH:17][CH:16]=2)=[CH:12][C:11]=1[Cl:25])(=O)[CH3:8].[Cl-].COC[P+](C1C=CC=CC=1)(C1C=CC=CC=1)C1C=CC=CC=1.Cl.[C:50]([O-:53])(O)=O.[Na+]. (2) Given the product [CH2:30]([N:3]([CH2:1][CH3:2])[C:4]1[CH:5]=[C:6]([CH:27]=[CH:28][CH:29]=1)[O:7][C:8]1[CH:13]=[CH:12][CH:11]=[CH:10][C:9]=1[NH:14][S:15]([C:18]1[CH:19]=[CH:20][C:21]([C:22]([NH:46][CH2:45][CH2:44][N:41]2[CH2:40][CH2:39][N:38]([C:33]3[N:32]=[CH:37][CH:36]=[CH:35][N:34]=3)[CH2:43][CH2:42]2)=[O:23])=[CH:25][CH:26]=1)(=[O:16])=[O:17])[CH3:31], predict the reactants needed to synthesize it. The reactants are: [CH2:1]([N:3]([CH2:30][CH3:31])[C:4]1[CH:5]=[C:6]([CH:27]=[CH:28][CH:29]=1)[O:7][C:8]1[CH:13]=[CH:12][CH:11]=[CH:10][C:9]=1[NH:14][S:15]([C:18]1[CH:26]=[CH:25][C:21]([C:22](O)=[O:23])=[CH:20][CH:19]=1)(=[O:17])=[O:16])[CH3:2].[N:32]1[CH:37]=[CH:36][CH:35]=[N:34][C:33]=1[N:38]1[CH2:43][CH2:42][N:41]([CH2:44][CH2:45][NH2:46])[CH2:40][CH2:39]1. (3) Given the product [Cl:15][C:12]1[CH:13]=[CH:14][C:9]([C:5]2([CH2:4][C:3]([OH:33])=[O:2])[CH2:6][CH2:7][CH2:8]2)=[CH:10][C:11]=1[NH:16][C:17](=[O:32])[CH:18]([C:25]1[CH:30]=[CH:29][C:28]([Cl:31])=[CH:27][CH:26]=1)[C@@H:19]([CH3:24])[C:20]([F:23])([F:22])[F:21], predict the reactants needed to synthesize it. The reactants are: C[O:2][C:3](=[O:33])[CH2:4][C:5]1([C:9]2[CH:14]=[CH:13][C:12]([Cl:15])=[C:11]([NH:16][C:17](=[O:32])[CH:18]([C:25]3[CH:30]=[CH:29][C:28]([Cl:31])=[CH:27][CH:26]=3)[C@@H:19]([CH3:24])[C:20]([F:23])([F:22])[F:21])[CH:10]=2)[CH2:8][CH2:7][CH2:6]1.[OH-].[Na+].Cl. (4) Given the product [NH2:38][C:39]1[CH:44]=[CH:43][C:42]([O:45][C:3]2[C:8]3=[C:9]([CH2:12][N:13]4[CH2:18][CH2:17][CH:16]([OH:19])[CH2:15][CH2:14]4)[CH:10]=[CH:11][N:7]3[N:6]=[CH:5][N:4]=2)=[C:41]([F:46])[CH:40]=1, predict the reactants needed to synthesize it. The reactants are: CS[C:3]1[C:8]2=[C:9]([CH2:12][N:13]3[CH2:18][CH2:17][CH:16]([OH:19])[CH2:15][CH2:14]3)[CH:10]=[CH:11][N:7]2[N:6]=[CH:5][N:4]=1.C(O)(C(F)(F)F)=O.C1C=C(Cl)C=C(C(OO)=O)C=1.[NH2:38][C:39]1[CH:44]=[CH:43][C:42]([OH:45])=[C:41]([F:46])[CH:40]=1.C[Si]([N-][Si](C)(C)C)(C)C.[Na+].